From a dataset of Full USPTO retrosynthesis dataset with 1.9M reactions from patents (1976-2016). Predict the reactants needed to synthesize the given product. (1) Given the product [C:21]([O:20][C:18]([N:15]1[CH2:16][CH2:17][N:12]([C:6]2[C:5]3[C:10](=[CH:11][C:2]([Cl:1])=[C:3]([C:29]4[CH:34]=[CH:33][C:32]([Cl:35])=[CH:31][CH:30]=4)[CH:4]=3)[N:9]=[CH:8][N:7]=2)[CH2:13][C@H:14]1[C:25]([OH:27])=[O:26])=[O:19])([CH3:24])([CH3:22])[CH3:23], predict the reactants needed to synthesize it. The reactants are: [Cl:1][C:2]1[CH:11]=[C:10]2[C:5]([C:6]([N:12]3[CH2:17][CH2:16][N:15]([C:18]([O:20][C:21]([CH3:24])([CH3:23])[CH3:22])=[O:19])[C@H:14]([C:25]([O:27]C)=[O:26])[CH2:13]3)=[N:7][CH:8]=[N:9]2)=[CH:4][C:3]=1[C:29]1[CH:34]=[CH:33][C:32]([Cl:35])=[CH:31][CH:30]=1.O1CCCC1.O[Li].O.Cl. (2) Given the product [CH3:9][O:8][C:7]1[CH:6]=[CH:5][CH:4]=[C:3]2[C:2]=1[N:1]=[C:18]([C:21]1[S:25][C:24]([CH2:26][C:27]([NH2:29])=[O:28])=[CH:23][CH:22]=1)[CH:19]=[C:10]2[C:12]1[CH:17]=[CH:16][CH:15]=[CH:14][CH:13]=1, predict the reactants needed to synthesize it. The reactants are: [NH2:1][C:2]1[C:7]([O:8][CH3:9])=[CH:6][CH:5]=[CH:4][C:3]=1[C:10]([C:12]1[CH:17]=[CH:16][CH:15]=[CH:14][CH:13]=1)=O.[C:18]([C:21]1[S:25][C:24]([CH2:26][C:27]([NH2:29])=[O:28])=[CH:23][CH:22]=1)(=O)[CH3:19].C(O)(=O)CC(CC(O)=O)(C(O)=O)O. (3) Given the product [CH2:43]([O:50][C:51]([NH:53][C@@H:54]([CH:64]([CH3:66])[CH3:65])[CH2:55][NH:56][C:57](=[O:63])[O:58][C:59]([CH3:60])([CH3:61])[CH3:62])=[O:52])[C:44]1[CH:49]=[CH:48][CH:47]=[CH:46][CH:45]=1, predict the reactants needed to synthesize it. The reactants are: OC[C@@H](NC(=O)OCC1C=CC=CC=1)C(C)C.C(OC(NC(CC(C)C)CNC(=O)OC(C)(C)C)=O)C1C=CC=CC=1.[CH2:43]([O:50][C:51]([NH:53][CH:54]([CH:64]([CH3:66])[CH3:65])[CH2:55][NH:56][C:57](=[O:63])[O:58][C:59]([CH3:62])([CH3:61])[CH3:60])=[O:52])[C:44]1[CH:49]=[CH:48][CH:47]=[CH:46][CH:45]=1. (4) Given the product [NH2:13][C:14]1[CH:29]=[CH:28][C:17]([C:18]([NH:20][C:21]2[CH:26]=[CH:25][C:24]([NH:27][C:2]3[N:7]=[CH:6][C:5]([C:8]4[CH:12]=[CH:11][S:10][CH:9]=4)=[CH:4][N:3]=3)=[CH:23][CH:22]=2)=[O:19])=[CH:16][CH:15]=1, predict the reactants needed to synthesize it. The reactants are: F[C:2]1[N:7]=[CH:6][C:5]([C:8]2[CH:12]=[CH:11][S:10][CH:9]=2)=[CH:4][N:3]=1.[NH2:13][C:14]1[CH:29]=[CH:28][C:17]([C:18]([NH:20][C:21]2[CH:26]=[CH:25][C:24]([NH2:27])=[CH:23][CH:22]=2)=[O:19])=[CH:16][CH:15]=1.C(N(C(C)C)CC)(C)C. (5) Given the product [CH:5]12[CH2:9][CH:8]([O:7][C:6]1=[O:10])[CH:2]=[CH:3][CH2:4]2, predict the reactants needed to synthesize it. The reactants are: I[CH:2]1[CH:8]2[CH2:9][CH:5]([C:6](=[O:10])[O:7]2)[CH2:4][CH2:3]1.N12CCCN=C1CCCCC2. (6) Given the product [C:12]([CH:14]([CH2:38][CH2:39][CH2:40][C:41]1[CH:46]=[CH:45][CH:44]=[CH:43][CH:42]=1)[C:15]([NH:17][CH:18]([C:20]1[C:21](=[O:37])[NH:22][C:23]([CH2:26][C:27]2[CH:32]=[CH:31][C:30]([O:33][CH3:34])=[C:29]([O:35][CH3:36])[CH:28]=2)=[N:24][N:25]=1)[CH3:19])=[O:16])(=[O:11])[CH3:13], predict the reactants needed to synthesize it. The reactants are: C(Cl)(=O)C(Cl)=O.CS(C)=O.[OH:11][CH:12]([CH:14]([CH2:38][CH2:39][CH2:40][C:41]1[CH:46]=[CH:45][CH:44]=[CH:43][CH:42]=1)[C:15]([NH:17][CH:18]([C:20]1[C:21](=[O:37])[NH:22][C:23]([CH2:26][C:27]2[CH:32]=[CH:31][C:30]([O:33][CH3:34])=[C:29]([O:35][CH3:36])[CH:28]=2)=[N:24][N:25]=1)[CH3:19])=[O:16])[CH3:13].C(N(CC)CC)C.